Dataset: Full USPTO retrosynthesis dataset with 1.9M reactions from patents (1976-2016). Task: Predict the reactants needed to synthesize the given product. (1) Given the product [Cl:26][C:27]1[CH:32]=[CH:31][CH:30]=[CH:29][C:28]=1[NH:33][C:18](=[O:22])[C:19]1[CH:4]=[CH:3][N:14]=[CH:15][CH:20]=1, predict the reactants needed to synthesize it. The reactants are: NN[C:3](=[N:14][C:15]1[CH:20]=[CH:19][CH:18]=CC=1Cl)[C:4]1C=CC(S(C)(=O)=O)=CC=1.[O:22]=S(Cl)Cl.[Cl:26][C:27]1[CH:32]=[CH:31][CH:30]=[CH:29][C:28]=1[NH2:33].C(N(CC)CC)C.Cl. (2) Given the product [Br:7][C:8]1[CH:13]=[CH:12][C:11]([O:14][C:16]2[CH:21]=[CH:20][CH:19]=[CH:18][N:17]=2)=[CH:10][CH:9]=1, predict the reactants needed to synthesize it. The reactants are: C(=O)([O-])[O-].[K+].[K+].[Br:7][C:8]1[CH:13]=[CH:12][C:11]([OH:14])=[CH:10][CH:9]=1.Br[C:16]1[CH:21]=[CH:20][CH:19]=[CH:18][N:17]=1.[OH-].[Na+].